From a dataset of Full USPTO retrosynthesis dataset with 1.9M reactions from patents (1976-2016). Predict the reactants needed to synthesize the given product. (1) Given the product [F:28][C:26]1[CH:25]=[CH:24][C:23]([S:29]([CH3:32])(=[O:31])=[O:30])=[C:22]([C:20]2[N:19]=[C:18]([N:33]3[CH2:38][CH2:37][O:36][CH2:35][C@@H:34]3[CH3:39])[N:17]=[C:16]([C:13]3[CH:12]=[CH:11][C:10]([NH:9][C:8]([NH:41][C@@H:42]([CH3:45])[CH2:43][OH:44])=[O:40])=[CH:15][CH:14]=3)[CH:21]=2)[CH:27]=1, predict the reactants needed to synthesize it. The reactants are: C1(O[C:8](=[O:40])[NH:9][C:10]2[CH:15]=[CH:14][C:13]([C:16]3[CH:21]=[C:20]([C:22]4[CH:27]=[C:26]([F:28])[CH:25]=[CH:24][C:23]=4[S:29]([CH3:32])(=[O:31])=[O:30])[N:19]=[C:18]([N:33]4[CH2:38][CH2:37][O:36][CH2:35][C@@H:34]4[CH3:39])[N:17]=3)=[CH:12][CH:11]=2)C=CC=CC=1.[NH2:41][C@@H:42]([CH3:45])[CH2:43][OH:44]. (2) Given the product [F:3][C:4]1[CH:36]=[CH:35][C:7]([CH2:8][N:9]2[C:17]3[CH:16]=[CH:15][CH:14]=[CH:13][C:12]=3[C:11]3[CH2:18][C:19]4([CH3:34])[C:24](=[O:25])[N:23]([CH2:26][CH2:27][C:28]([OH:30])=[O:29])[C:22](=[O:33])[N:20]4[CH2:21][C:10]2=3)=[CH:6][CH:5]=1, predict the reactants needed to synthesize it. The reactants are: [OH-].[Na+].[F:3][C:4]1[CH:36]=[CH:35][C:7]([CH2:8][N:9]2[C:17]3[CH:16]=[CH:15][CH:14]=[CH:13][C:12]=3[C:11]3[CH2:18][C:19]4([CH3:34])[C:24](=[O:25])[N:23]([CH2:26][CH2:27][C:28]([O:30]CC)=[O:29])[C:22](=[O:33])[N:20]4[CH2:21][C:10]2=3)=[CH:6][CH:5]=1.